The task is: Predict the product of the given reaction.. This data is from Forward reaction prediction with 1.9M reactions from USPTO patents (1976-2016). (1) Given the reactants [CH3:1][N:2]1[CH2:7][CH2:6][CH:5]([CH2:8][CH:9]=O)[CH2:4][CH2:3]1.[C-:11]#[N:12].[Na+].[NH4+:14].[Cl-].N.CO.N, predict the reaction product. The product is: [NH2:14][CH:9]([C:11]#[N:12])[CH2:8][CH:5]1[CH2:6][CH2:7][N:2]([CH3:1])[CH2:3][CH2:4]1. (2) Given the reactants [CH2:1]([O:3][C:4]([C:6]1[CH:43]=[CH:42][C:9]([O:10][C:11]2[CH:16]=[CH:15][N:14]=[C:13]3[N:17]([CH2:33][C:34]4[CH:39]=[CH:38][C:37]([O:40][CH3:41])=[CH:36][CH:35]=4)[N:18]=[C:19]([C:20]4[CH2:25][N:24]([C:26]([O:28][C:29]([CH3:32])([CH3:31])[CH3:30])=[O:27])[CH2:23][CH2:22][CH:21]=4)[C:12]=23)=[CH:8][CH:7]=1)=[O:5])[CH3:2], predict the reaction product. The product is: [CH2:1]([O:3][C:4]([C:6]1[CH:7]=[CH:8][C:9]([O:10][C:11]2[CH:16]=[CH:15][N:14]=[C:13]3[N:17]([CH2:33][C:34]4[CH:39]=[CH:38][C:37]([O:40][CH3:41])=[CH:36][CH:35]=4)[N:18]=[C:19]([CH:20]4[CH2:21][CH2:22][CH2:23][N:24]([C:26]([O:28][C:29]([CH3:32])([CH3:31])[CH3:30])=[O:27])[CH2:25]4)[C:12]=23)=[CH:42][CH:43]=1)=[O:5])[CH3:2]. (3) Given the reactants CC1C=C(C)C=C(C)C=1S([O-])(=O)=O.[NH2:14][N+:15]1[CH:20]=[CH:19][C:18]([C:21]#[N:22])=[CH:17][CH:16]=1.[C:23]([C:25]1[N:30]=[C:29]([O:31][CH3:32])[CH:28]=[CH:27][N:26]=1)#[CH:24].C(=O)([O-])[O-].[K+].[K+], predict the reaction product. The product is: [CH3:32][O:31][C:29]1[CH:28]=[CH:27][N:26]=[C:25]([C:23]2[CH:24]=[N:14][N:15]3[CH:20]=[CH:19][C:18]([C:21]#[N:22])=[CH:17][C:16]=23)[N:30]=1. (4) Given the reactants [F:1][C:2]1[CH:7]=[CH:6][C:5]([C:8]2[CH:12]=[C:11]([O:13][CH2:14][C:15]([CH3:17])=O)[NH:10][N:9]=2)=[CH:4][CH:3]=1.C(O)(=O)C.CC1C=CC(S(O)(=O)=O)=CC=1, predict the reaction product. The product is: [F:1][C:2]1[CH:7]=[CH:6][C:5]([C:8]2[CH:12]=[C:11]3[O:13][CH:14]=[C:15]([CH3:17])[N:10]3[N:9]=2)=[CH:4][CH:3]=1. (5) Given the reactants [N:1]1([C:7]2[N:8]=[C:9]([CH2:14][C:15]([O-:17])=O)[NH:10][C:11](=[O:13])[CH:12]=2)[CH2:6][CH2:5][O:4][CH2:3][CH2:2]1.[Na+].[NH2:19][C:20]1[CH:29]=[CH:28][C:27]([F:30])=[CH:26][C:21]=1[C:22]([O:24][CH3:25])=[O:23].Cl.CN(C)CCCN=C=NCC, predict the reaction product. The product is: [F:30][C:27]1[CH:28]=[CH:29][C:20]([NH:19][C:15](=[O:17])[CH2:14][C:9]2[NH:10][C:11](=[O:13])[CH:12]=[C:7]([N:1]3[CH2:2][CH2:3][O:4][CH2:5][CH2:6]3)[N:8]=2)=[C:21]([CH:26]=1)[C:22]([O:24][CH3:25])=[O:23]. (6) Given the reactants [CH3:1][O:2][C:3]([C@H:5]1[CH2:10][CH2:9][C@H:8]([C:11](=[O:21])[NH:12][CH2:13][CH:14](OCC)[O:15]CC)[CH2:7][CH2:6]1)=[O:4].FC(F)(F)S(O)(=O)=O, predict the reaction product. The product is: [CH3:1][O:2][C:3]([C@H:5]1[CH2:10][CH2:9][C@H:8]([C:11](=[O:21])[NH:12][CH2:13][CH:14]=[O:15])[CH2:7][CH2:6]1)=[O:4]. (7) Given the reactants [C:1]([O:5][CH3:6])(=[O:4])[CH2:2][SH:3].C[O-].[Na+].Br[CH:11]([CH2:16][CH3:17])[C:12]([O:14][CH3:15])=[O:13], predict the reaction product. The product is: [CH3:6][O:5][C:1](=[O:4])[CH2:2][S:3][CH2:17][CH2:16][CH2:11][C:12]([O:14][CH3:15])=[O:13]. (8) Given the reactants [NH:1]1[CH:5]=[CH:4][N:3]=[CH:2]1.C([O-])([O-])=O.[K+].[K+].Br[CH2:13][C:14]1[CH:18]=[C:17]([C:19]2[S:20][C:21]([Cl:24])=[CH:22][CH:23]=2)[O:16][N:15]=1, predict the reaction product. The product is: [Cl:24][C:21]1[S:20][C:19]([C:17]2[O:16][N:15]=[C:14]([CH2:13][N:1]3[CH:5]=[CH:4][N:3]=[CH:2]3)[CH:18]=2)=[CH:23][CH:22]=1.